This data is from Full USPTO retrosynthesis dataset with 1.9M reactions from patents (1976-2016). The task is: Predict the reactants needed to synthesize the given product. (1) Given the product [CH:11]([C:2]1[CH:3]=[CH:4][CH:5]=[C:6]2[C:10]=1[NH:9][CH:8]=[CH:7]2)=[CH2:12], predict the reactants needed to synthesize it. The reactants are: Br[C:2]1[CH:3]=[CH:4][CH:5]=[C:6]2[C:10]=1[NH:9][CH:8]=[CH:7]2.[CH2:11]([Sn](CCCC)(CCCC)C=C)[CH2:12]CC.[Cl-].[Li+].O. (2) Given the product [CH3:14][O:13][C:9]1[C:8]([O:15][CH3:16])=[C:7]([O:17][CH3:18])[CH:6]=[C:5]2[C:10]=1[CH:11]=[CH:12][C:3]([CH2:2][N:19]1[CH2:24][CH2:23][N:22]([CH2:2][C:3]3[CH:12]=[CH:11][C:10]4[C:5](=[CH:6][C:7]([O:17][CH3:18])=[C:8]([O:15][CH3:16])[C:9]=4[O:13][CH3:14])[N:4]=3)[CH2:21][CH2:20]1)=[N:4]2, predict the reactants needed to synthesize it. The reactants are: Cl[CH2:2][C:3]1[CH:12]=[CH:11][C:10]2[C:5](=[CH:6][C:7]([O:17][CH3:18])=[C:8]([O:15][CH3:16])[C:9]=2[O:13][CH3:14])[N:4]=1.[NH:19]1[CH2:24][CH2:23][NH:22][CH2:21][CH2:20]1. (3) Given the product [Si:13]([O:16][CH2:17][CH2:18][C:19]#[C:20][C:2]1[CH:8]=[CH:7][CH:6]=[CH:5][C:3]=1[NH2:4])([C:9]([CH3:10])([CH3:11])[CH3:12])([CH3:15])[CH3:14], predict the reactants needed to synthesize it. The reactants are: I[C:2]1[CH:8]=[CH:7][CH:6]=[CH:5][C:3]=1[NH2:4].[C:9]([Si:13]([O:16][CH2:17][CH2:18][C:19]#[CH:20])([CH3:15])[CH3:14])([CH3:12])([CH3:11])[CH3:10]. (4) Given the product [NH2:19][C:15]1[CH:14]=[C:13]2[C:18]([CH:9]([C:4]3[CH:5]=[CH:6][C:7]([Cl:8])=[C:2]([Cl:1])[CH:3]=3)[CH2:10][CH2:11][C:12]2=[O:22])=[CH:17][CH:16]=1, predict the reactants needed to synthesize it. The reactants are: [Cl:1][C:2]1[CH:3]=[C:4]([CH:9]2[C:18]3[C:13](=[CH:14][C:15]([N+:19]([O-])=O)=[CH:16][CH:17]=3)[C:12](=[O:22])[CH2:11][CH2:10]2)[CH:5]=[CH:6][C:7]=1[Cl:8].[Cl-].[Cl-].[Ca+2]. (5) Given the product [S:14]1[C:15]2[CH:21]=[CH:20][CH:19]=[CH:18][C:16]=2[N:17]=[C:13]1[NH:12][CH:9]1[CH2:10][CH2:11][NH:6][CH2:7][CH2:8]1, predict the reactants needed to synthesize it. The reactants are: C(OC([N:6]1[CH2:11][CH2:10][CH:9]([NH:12][C:13]2[S:14][C:15]3[CH:21]=[CH:20][CH:19]=[CH:18][C:16]=3[N:17]=2)[CH2:8][CH2:7]1)=O)C.